From a dataset of Peptide-MHC class I binding affinity with 185,985 pairs from IEDB/IMGT. Regression. Given a peptide amino acid sequence and an MHC pseudo amino acid sequence, predict their binding affinity value. This is MHC class I binding data. The peptide sequence is RQFPKAFEF. The MHC is Mamu-B3901 with pseudo-sequence Mamu-B3901. The binding affinity (normalized) is 0.789.